This data is from Forward reaction prediction with 1.9M reactions from USPTO patents (1976-2016). The task is: Predict the product of the given reaction. (1) The product is: [NH2:21][C:18]1[N:19]=[CH:20][C:15]([C:30]2[CH:31]=[CH:32][C:27]([C:25]([OH:26])=[O:24])=[N:28][CH:29]=2)=[CH:16][N:17]=1. Given the reactants C(=O)([O-])[O-].[Na+].[Na+].CC1(C)C(C)(C)OB([C:15]2[CH:16]=[N:17][C:18]([NH2:21])=[N:19][CH:20]=2)O1.C[O:24][C:25]([C:27]1[CH:32]=[CH:31][C:30](Br)=[CH:29][N:28]=1)=[O:26], predict the reaction product. (2) Given the reactants S(Cl)(Cl)=O.[C:5]1([CH3:11])[CH:10]=C[CH:8]=[CH:7][CH:6]=1.[C:12]([C:15]1[CH:20]=[CH:19][CH:18]=[C:17]([C:21]([O:23][CH3:24])=[O:22])[N:16]=1)([OH:14])=O.CC(C)(C)CC#C, predict the reaction product. The product is: [CH3:10][CH:5]([CH3:11])[CH2:6][C:7]#[C:8][C:12]([C:15]1[N:16]=[C:17]([C:21]([O:23][CH3:24])=[O:22])[CH:18]=[CH:19][CH:20]=1)=[O:14]. (3) Given the reactants Cl[C:2]1[C:11]2[C:6](=[C:7]([CH3:12])[CH:8]=[CH:9][CH:10]=2)[N:5]=[CH:4][N:3]=1.C([Sn](CCCC)(CCCC)[C:18]([O:20][CH2:21][CH3:22])=[CH2:19])CCC, predict the reaction product. The product is: [CH2:21]([O:20][C:18]([C:2]1[C:11]2[C:6](=[C:7]([CH3:12])[CH:8]=[CH:9][CH:10]=2)[N:5]=[CH:4][N:3]=1)=[CH2:19])[CH3:22]. (4) Given the reactants [Li+].CC([N-]C(C)C)C.C1COCC1.C1COCC1.[N:19]1[CH:24]=[CH:23][C:22]([CH3:25])=[CH:21][C:20]=1[CH3:26].[C:27](=O)([O:30]C)[O:28][CH3:29], predict the reaction product. The product is: [CH3:26][C:20]1[CH:21]=[C:22]([CH2:25][C:27]([O:28][CH3:29])=[O:30])[CH:23]=[CH:24][N:19]=1. (5) Given the reactants [C:1]([C:4]1[CH:9]=[CH:8][C:7]([C@@H:10]2[O:15][CH2:14][CH2:13][N:12]([C:16]([O:18][C:19]([CH3:22])([CH3:21])[CH3:20])=[O:17])[CH2:11]2)=[CH:6][CH:5]=1)(=[O:3])[NH2:2].O1[CH2:28][CH2:27]OCC1.[OH-].[Na+].Cl.[NH2:32]O, predict the reaction product. The product is: [CH3:27][C:28]1[N:2]=[C:1]([C:4]2[CH:5]=[CH:6][C:7]([C@@H:10]3[O:15][CH2:14][CH2:13][N:12]([C:16]([O:18][C:19]([CH3:22])([CH3:21])[CH3:20])=[O:17])[CH2:11]3)=[CH:8][CH:9]=2)[O:3][N:32]=1. (6) The product is: [Cl:1][C:2]1[C:7]([C:8]([NH2:12])=[O:9])=[C:6]([Cl:11])[N:5]=[CH:4][N:3]=1. Given the reactants [Cl:1][C:2]1[C:7]([C:8](Cl)=[O:9])=[C:6]([Cl:11])[N:5]=[CH:4][N:3]=1.[NH3:12].CCOC(C)=O, predict the reaction product.